From a dataset of Catalyst prediction with 721,799 reactions and 888 catalyst types from USPTO. Predict which catalyst facilitates the given reaction. Reactant: [C:1]([C:5]1[CH:10]=[CH:9][C:8]([S:11]([NH:14][C:15]2[CH:16]=[C:17]3[C:21](=[CH:22][CH:23]=2)[NH:20][C:19]([C:24](O)=[O:25])=[C:18]3[C:27]2[CH:32]=[CH:31][CH:30]=[C:29]([O:33][CH3:34])[CH:28]=2)(=[O:13])=[O:12])=[CH:7][CH:6]=1)([CH3:4])([CH3:3])[CH3:2].[NH2:35][CH:36]1[CH2:41][CH2:40][O:39][CH2:38][CH2:37]1. Product: [O:39]1[CH2:40][CH2:41][CH:36]([NH:35][C:24]([C:19]2[NH:20][C:21]3[C:17]([C:18]=2[C:27]2[CH:32]=[CH:31][CH:30]=[C:29]([O:33][CH3:34])[CH:28]=2)=[CH:16][C:15]([NH:14][S:11]([C:8]2[CH:7]=[CH:6][C:5]([C:1]([CH3:4])([CH3:3])[CH3:2])=[CH:10][CH:9]=2)(=[O:12])=[O:13])=[CH:23][CH:22]=3)=[O:25])[CH2:37][CH2:38]1. The catalyst class is: 98.